From a dataset of NCI-60 drug combinations with 297,098 pairs across 59 cell lines. Regression. Given two drug SMILES strings and cell line genomic features, predict the synergy score measuring deviation from expected non-interaction effect. (1) Drug 1: CNC(=O)C1=CC=CC=C1SC2=CC3=C(C=C2)C(=NN3)C=CC4=CC=CC=N4. Drug 2: C1CCC(CC1)NC(=O)N(CCCl)N=O. Cell line: OVCAR-5. Synergy scores: CSS=8.72, Synergy_ZIP=-0.563, Synergy_Bliss=3.94, Synergy_Loewe=1.47, Synergy_HSA=1.81. (2) Drug 1: COC1=CC(=CC(=C1O)OC)C2C3C(COC3=O)C(C4=CC5=C(C=C24)OCO5)OC6C(C(C7C(O6)COC(O7)C8=CC=CS8)O)O. Drug 2: CC12CCC3C(C1CCC2O)C(CC4=C3C=CC(=C4)O)CCCCCCCCCS(=O)CCCC(C(F)(F)F)(F)F. Cell line: HOP-92. Synergy scores: CSS=27.2, Synergy_ZIP=-13.3, Synergy_Bliss=-11.8, Synergy_Loewe=-11.5, Synergy_HSA=-8.09. (3) Drug 1: COC1=CC(=CC(=C1O)OC)C2C3C(COC3=O)C(C4=CC5=C(C=C24)OCO5)OC6C(C(C7C(O6)COC(O7)C8=CC=CS8)O)O. Drug 2: C1CN(P(=O)(OC1)NCCCl)CCCl. Cell line: M14. Synergy scores: CSS=27.7, Synergy_ZIP=-4.81, Synergy_Bliss=0.208, Synergy_Loewe=-39.2, Synergy_HSA=-1.26.